Dataset: Full USPTO retrosynthesis dataset with 1.9M reactions from patents (1976-2016). Task: Predict the reactants needed to synthesize the given product. (1) Given the product [F:19][C:18]([F:21])([F:20])[S:15]([O:52][C:46]1[C:47]([N+:49]([O-:51])=[O:50])=[CH:48][C:38]2[O:37][C:36]([C:33]3[CH:32]=[CH:31][C:30]([F:29])=[CH:35][CH:34]=3)=[C:40]([C:41](=[O:42])[NH:43][CH3:44])[C:39]=2[CH:45]=1)(=[O:17])=[O:16], predict the reactants needed to synthesize it. The reactants are: C(N(CC)CC)C.C1C=CC(N([S:15]([C:18]([F:21])([F:20])[F:19])(=[O:17])=[O:16])[S:15]([C:18]([F:21])([F:20])[F:19])(=[O:17])=[O:16])=CC=1.[F:29][C:30]1[CH:35]=[CH:34][C:33]([C:36]2[O:37][C:38]3[CH:48]=[C:47]([N+:49]([O-:51])=[O:50])[C:46]([OH:52])=[CH:45][C:39]=3[C:40]=2[C:41]([NH:43][CH3:44])=[O:42])=[CH:32][CH:31]=1. (2) Given the product [C:12]([O:16][C:17]([N:19]1[CH:24]2[CH2:25][CH2:26][CH:20]1[CH2:21][C:22]([OH:27])([C:2]1[CH:11]=[CH:10][C:9]3[C:4](=[CH:5][CH:6]=[CH:7][CH:8]=3)[CH:3]=1)[CH2:23]2)=[O:18])([CH3:15])([CH3:13])[CH3:14], predict the reactants needed to synthesize it. The reactants are: Br[C:2]1[CH:11]=[CH:10][C:9]2[C:4](=[CH:5][CH:6]=[CH:7][CH:8]=2)[CH:3]=1.[C:12]([O:16][C:17]([N:19]1[CH:24]2[CH2:25][CH2:26][CH:20]1[CH2:21][C:22](=[O:27])[CH2:23]2)=[O:18])([CH3:15])([CH3:14])[CH3:13]. (3) Given the product [CH:4]([C:2]([CH2:1][Br:18])=[O:3])=[CH:5][C:6]1[CH:11]=[CH:10][CH:9]=[CH:8][CH:7]=1, predict the reactants needed to synthesize it. The reactants are: [CH3:1][C:2]([CH:4]=[CH:5][C:6]1[CH:11]=[CH:10][CH:9]=[CH:8][CH:7]=1)=[O:3].C1CNC(=O)C1.[Br:18][Br-]Br. (4) Given the product [CH3:11][O:10][CH:9]1[CH2:8][CH2:7][N:6]([CH2:12][C:26]2[CH:29]=[CH:30][C:23]([N+:20]([O-:22])=[O:21])=[CH:24][CH:25]=2)[CH2:5]1, predict the reactants needed to synthesize it. The reactants are: C([CH:5]1[C@H:9]([O:10][CH3:11])[CH2:8][CH2:7][N:6]1[C:12]([O-])=O)(C)(C)C.CCOCC.[N+:20]([C:23]1[CH:30]=[CH:29][C:26](CBr)=[CH:25][CH:24]=1)([O-:22])=[O:21]. (5) The reactants are: Br[C:2]1[C:3]([C:12]#[N:13])=[N:4][C:5]([O:10][CH3:11])=[C:6]([O:8][CH3:9])[CH:7]=1.[C:14]1([C:23]2[CH:28]=[CH:27][CH:26]=[CH:25][CH:24]=2)[CH:19]=[CH:18][CH:17]=[C:16](B(O)O)[CH:15]=1.[Na+].O.S(C1C=C(P(C2C=CC=C(S([O-])(=O)=O)C=2)C2C=CC=C(S([O-])(=O)=O)C=2)C=CC=1)([O-])(=O)=O.[Na+].[Na+].C(NC(C)C)(C)C. Given the product [C:14]1([C:23]2[CH:24]=[CH:25][CH:26]=[CH:27][CH:28]=2)[CH:19]=[CH:18][CH:17]=[C:16]([C:2]2[C:3]([C:12]#[N:13])=[N:4][C:5]([O:10][CH3:11])=[C:6]([O:8][CH3:9])[CH:7]=2)[CH:15]=1, predict the reactants needed to synthesize it. (6) Given the product [CH2:1]([C:4]1[CH:5]=[C:6]([CH:10]=[CH:11][C:12]=1[CH2:13][CH2:14][CH3:15])[C:7]([OH:9])=[O:8])[CH2:2][CH3:3], predict the reactants needed to synthesize it. The reactants are: [C:1]([C:4]1[CH:5]=[C:6]([CH:10]=[CH:11][C:12]=1[CH2:13][CH2:14][CH3:15])[C:7]([OH:9])=[O:8])#[C:2][CH3:3]. (7) Given the product [CH3:1][C:2]1[N:13]([C:14]2[CH:19]=[CH:18][CH:17]=[CH:16][CH:15]=2)[C:4](=[O:12])[C:5]2[CH:11]=[N:10][CH:9]=[CH:8][C:6]=2[N:7]=1, predict the reactants needed to synthesize it. The reactants are: [CH3:1][C:2]1O[C:4](=[O:12])[C:5]2[CH:11]=[N:10][CH:9]=[CH:8][C:6]=2[N:7]=1.[NH2:13][C:14]1[CH:19]=[CH:18][CH:17]=[CH:16][CH:15]=1.